Dataset: NCI-60 drug combinations with 297,098 pairs across 59 cell lines. Task: Regression. Given two drug SMILES strings and cell line genomic features, predict the synergy score measuring deviation from expected non-interaction effect. (1) Drug 1: CCCS(=O)(=O)NC1=C(C(=C(C=C1)F)C(=O)C2=CNC3=C2C=C(C=N3)C4=CC=C(C=C4)Cl)F. Drug 2: C(=O)(N)NO. Cell line: IGROV1. Synergy scores: CSS=2.67, Synergy_ZIP=-1.15, Synergy_Bliss=0.123, Synergy_Loewe=-1.14, Synergy_HSA=0.313. (2) Drug 1: CC1=C2C(C(=O)C3(C(CC4C(C3C(C(C2(C)C)(CC1OC(=O)C(C(C5=CC=CC=C5)NC(=O)OC(C)(C)C)O)O)OC(=O)C6=CC=CC=C6)(CO4)OC(=O)C)O)C)O. Drug 2: CC=C1C(=O)NC(C(=O)OC2CC(=O)NC(C(=O)NC(CSSCCC=C2)C(=O)N1)C(C)C)C(C)C. Cell line: NCI/ADR-RES. Synergy scores: CSS=3.01, Synergy_ZIP=-0.163, Synergy_Bliss=2.43, Synergy_Loewe=-0.998, Synergy_HSA=1.22. (3) Drug 1: CN1C2=C(C=C(C=C2)N(CCCl)CCCl)N=C1CCCC(=O)O.Cl. Drug 2: CN(CCCl)CCCl.Cl. Cell line: NCI-H322M. Synergy scores: CSS=2.63, Synergy_ZIP=-0.0107, Synergy_Bliss=1.62, Synergy_Loewe=0.383, Synergy_HSA=-0.166. (4) Drug 1: CC1=C2C(C(=O)C3(C(CC4C(C3C(C(C2(C)C)(CC1OC(=O)C(C(C5=CC=CC=C5)NC(=O)OC(C)(C)C)O)O)OC(=O)C6=CC=CC=C6)(CO4)OC(=O)C)OC)C)OC. Drug 2: C(CN)CNCCSP(=O)(O)O. Cell line: BT-549. Synergy scores: CSS=40.7, Synergy_ZIP=-0.905, Synergy_Bliss=-4.86, Synergy_Loewe=-35.1, Synergy_HSA=-4.31. (5) Drug 1: C1=NC2=C(N1)C(=S)N=C(N2)N. Drug 2: C1CCC(C(C1)N)N.C(=O)(C(=O)[O-])[O-].[Pt+4]. Cell line: KM12. Synergy scores: CSS=42.4, Synergy_ZIP=-7.00, Synergy_Bliss=-5.26, Synergy_Loewe=-0.407, Synergy_HSA=0.0218. (6) Drug 1: CN1C(=O)N2C=NC(=C2N=N1)C(=O)N. Cell line: NCI-H522. Drug 2: C1=NNC2=C1C(=O)NC=N2. Synergy scores: CSS=3.08, Synergy_ZIP=-0.984, Synergy_Bliss=1.25, Synergy_Loewe=0.291, Synergy_HSA=0.756.